Dataset: Full USPTO retrosynthesis dataset with 1.9M reactions from patents (1976-2016). Task: Predict the reactants needed to synthesize the given product. (1) The reactants are: [CH3:1][O:2][C:3]1[CH:12]=[C:11]2[C:6]([C:7]([O:13][C:14]3[CH:19]=[CH:18][C:17]([NH:20][C:21]([NH:23][C:24]4[S:25][CH:26]=[CH:27][N:28]=4)=[O:22])=[CH:16][CH:15]=3)=[CH:8][CH:9]=[N:10]2)=[CH:5][C:4]=1[C:29]([OH:31])=[O:30].Cl.C(N=C=NCCCN(C)C)C.C(N(CC)CC)C.[CH3:51][O:52][CH2:53][CH2:54]N. Given the product [CH3:1][O:2][C:3]1[CH:12]=[C:11]2[C:6]([C:7]([O:13][C:14]3[CH:15]=[CH:16][C:17]([NH:20][C:21]([NH:23][C:24]4[S:25][CH:26]=[CH:27][N:28]=4)=[O:22])=[CH:18][CH:19]=3)=[CH:8][CH:9]=[N:10]2)=[CH:5][C:4]=1[C:29]([O:31][CH2:54][CH2:53][O:52][CH3:51])=[O:30], predict the reactants needed to synthesize it. (2) Given the product [C:1]([N:5]1[CH2:10][CH2:9][CH2:8][C@@H:7]([N:11]2[C:15]3[CH:16]=[CH:17][C:18]([C:20]([NH2:44])=[O:21])=[CH:19][C:14]=3[N:13]=[C:12]2[NH:23][C:24](=[O:35])[C:25]2[CH:30]=[CH:29][CH:28]=[C:27]([C:31]([F:32])([F:34])[F:33])[CH:26]=2)[CH2:6]1)(=[O:4])[CH:2]=[CH2:3], predict the reactants needed to synthesize it. The reactants are: [C:1]([N:5]1[CH2:10][CH2:9][CH2:8][C@@H:7]([N:11]2[C:15]3[CH:16]=[CH:17][C:18]([C:20](O)=[O:21])=[CH:19][C:14]=3[N:13]=[C:12]2[NH:23][C:24](=[O:35])[C:25]2[CH:30]=[CH:29][CH:28]=[C:27]([C:31]([F:34])([F:33])[F:32])[CH:26]=2)[CH2:6]1)(=[O:4])[CH:2]=[CH2:3].[NH4+].[Cl-].OC1C2N=N[NH:44]C=2C=CC=1.Cl.C(N=C=NCCCN(C)C)C. (3) Given the product [NH2:11][C@@H:12]1[CH2:17][CH2:16][C:15]([F:19])([F:18])[CH2:14][C@@H:13]1[C:20]([O:22][CH2:23][CH3:24])=[O:21], predict the reactants needed to synthesize it. The reactants are: C(OC([NH:11][C@@H:12]1[CH2:17][CH2:16][C:15]([F:19])([F:18])[CH2:14][C@@H:13]1[C:20]([O:22][CH2:23][CH3:24])=[O:21])=O)C1C=CC=CC=1. (4) Given the product [CH2:1]([O:4][C@H:5]1[C:13]2[C:8](=[CH:9][C:10]([O:14][CH3:15])=[CH:11][CH:12]=2)[C@@H:7]([NH:16][CH2:17][C@@H:18]([OH:30])[C@@H:19]([NH:29][C:38](=[O:39])[C@@H:37]([N:33]2[CH2:34][CH2:35][CH2:36][C:32]2=[O:31])[CH2:41][CH:42]=[CH2:43])[CH2:20][C:21]2[CH:22]=[C:23]([F:28])[CH:24]=[C:25]([F:27])[CH:26]=2)[CH2:6]1)[CH:2]=[CH2:3], predict the reactants needed to synthesize it. The reactants are: [CH2:1]([O:4][C@H:5]1[C:13]2[C:8](=[CH:9][C:10]([O:14][CH3:15])=[CH:11][CH:12]=2)[C@@H:7]([NH:16][CH2:17][C@@H:18]([OH:30])[C@@H:19]([NH2:29])[CH2:20][C:21]2[CH:26]=[C:25]([F:27])[CH:24]=[C:23]([F:28])[CH:22]=2)[CH2:6]1)[CH:2]=[CH2:3].[O:31]=[C:32]1[CH2:36][CH2:35][CH2:34][N:33]1[CH:37]([CH2:41][CH:42]=[CH2:43])[C:38](O)=[O:39].C(Cl)CCl.C1C=CC2N(O)N=NC=2C=1.CCN(C(C)C)C(C)C.C([O-])(O)=O.[Na+]. (5) The reactants are: OC(C(F)(F)F)=O.[O:8]=[C:9]1[N:13]([CH:14]2[CH2:19][CH2:18][NH:17][CH2:16][C:15]2=[O:20])[CH2:12][CH2:11][O:10]1.[Cl:21][C:22]1[N:26]2[CH:27]=[C:28]([CH:35]3[CH2:37][CH2:36]3)[CH:29]=[C:30]([C:31]([F:34])([F:33])[F:32])[C:25]2=[N:24][C:23]=1[C:38](O)=[O:39].CCN(C(C)C)C(C)C.CN(C(ON1N=NC2C=CC=NC1=2)=[N+](C)C)C.F[P-](F)(F)(F)(F)F. Given the product [Cl:21][C:22]1[N:26]2[CH:27]=[C:28]([CH:35]3[CH2:37][CH2:36]3)[CH:29]=[C:30]([C:31]([F:33])([F:32])[F:34])[C:25]2=[N:24][C:23]=1[C:38]([N:17]1[CH2:18][CH2:19][CH:14]([N:13]2[CH2:12][CH2:11][O:10][C:9]2=[O:8])[C:15](=[O:20])[CH2:16]1)=[O:39], predict the reactants needed to synthesize it. (6) Given the product [Cl:17][C:13]1[CH:12]=[C:11]([CH:16]=[CH:15][CH:14]=1)[O:10][C:6]1[C:5]2[N:4]([N:3]=[C:2]([NH:31][CH:28]3[CH2:29][CH2:30][N:25]([C:23]4[O:24][C:20]([CH3:19])=[N:21][N:22]=4)[CH2:26][CH2:27]3)[N:18]=2)[CH:9]=[CH:8][CH:7]=1, predict the reactants needed to synthesize it. The reactants are: Br[C:2]1[N:18]=[C:5]2[C:6]([O:10][C:11]3[CH:16]=[CH:15][CH:14]=[C:13]([Cl:17])[CH:12]=3)=[CH:7][CH:8]=[CH:9][N:4]2[N:3]=1.[CH3:19][C:20]1[O:24][C:23]([N:25]2[CH2:30][CH2:29][CH:28]([NH2:31])[CH2:27][CH2:26]2)=[N:22][N:21]=1. (7) Given the product [CH2:46]([N:42]([CH2:41][CH3:40])[C@H:43]([C:44]1[CH:14]=[CH:13][CH:12]=[CH:11][CH:10]=1)[C:45]([N:75]1[CH2:76][CH2:77][CH2:78][C@H:74]1[C:72]1[NH:73][C:69](/[CH:68]=[CH:67]/[C:64]2[CH:63]=[CH:62][C:61](/[CH:60]=[CH:59]/[C:57]3[N:58]=[C:54]([C@@H:50]4[CH2:51][CH2:52][CH2:53][N:49]4[C:29](=[O:30])[C@@H:28]([C:32]4[CH:37]=[CH:36][CH:35]=[CH:34][CH:33]=4)[N:27]([CH2:38][CH3:39])[CH2:25][CH3:26])[NH:55][CH:56]=3)=[CH:66][CH:65]=2)=[CH:70][N:71]=1)=[O:83])[CH3:48], predict the reactants needed to synthesize it. The reactants are: CN(C(ON1N=N[C:11]2[CH:12]=[CH:13][CH:14]=N[C:10]1=2)=[N+](C)C)C.F[P-](F)(F)(F)(F)F.[CH2:25]([N:27]([CH2:38][CH3:39])[C@H:28]([C:32]1[CH:37]=[CH:36][CH:35]=[CH:34][CH:33]=1)[C:29](O)=[O:30])[CH3:26].[CH3:40][CH2:41][N:42]([CH:46]([CH3:48])C)[CH:43]([CH3:45])[CH3:44].[NH:49]1[CH2:53][CH2:52][CH2:51][C@H:50]1[C:54]1[NH:55][CH:56]=[C:57](/[CH:59]=[CH:60]/[C:61]2[CH:66]=[CH:65][C:64](/[CH:67]=[CH:68]/[C:69]3[NH:73][C:72]([C@@H:74]4[CH2:78][CH2:77][CH2:76][NH:75]4)=[N:71][CH:70]=3)=[CH:63][CH:62]=2)[N:58]=1.CN(C=[O:83])C.